Dataset: Forward reaction prediction with 1.9M reactions from USPTO patents (1976-2016). Task: Predict the product of the given reaction. (1) Given the reactants [Cl:1][C:2]1[CH:7]=[CH:6][C:5]([N:8]2[C:12]([C:13]3[CH:18]=[CH:17][C:16]([CH2:19][CH2:20][OH:21])=[CH:15][CH:14]=3)=[CH:11][C:10]([C:22]([F:25])([F:24])[F:23])=[N:9]2)=[CH:4][CH:3]=1.C(N(CC)CC)C.[CH3:33][S:34](Cl)(=[O:36])=[O:35], predict the reaction product. The product is: [CH3:33][S:34]([O:21][CH2:20][CH2:19][C:16]1[CH:17]=[CH:18][C:13]([C:12]2[N:8]([C:5]3[CH:6]=[CH:7][C:2]([Cl:1])=[CH:3][CH:4]=3)[N:9]=[C:10]([C:22]([F:23])([F:25])[F:24])[CH:11]=2)=[CH:14][CH:15]=1)(=[O:36])=[O:35]. (2) Given the reactants [Cl:1][C:2]1[CH:7]=[CH:6][CH:5]=[CH:4][C:3]=1[N:8]1[C:12]2[CH:13]=[CH:14][CH:15]=[CH:16][C:11]=2[NH:10][S:9]1(=[O:18])=[O:17].C1(P(C2C=CC=CC=2)C2C=CC=CC=2)C=CC=CC=1.O[CH2:39][CH2:40][N:41]1[CH2:46][CH2:45][N:44]([C:47]([O:49][C:50]([CH3:53])([CH3:52])[CH3:51])=[O:48])[CH2:43][CH2:42]1.CC(OC(/N=N/C(OC(C)C)=O)=O)C, predict the reaction product. The product is: [Cl:1][C:2]1[CH:7]=[CH:6][CH:5]=[CH:4][C:3]=1[N:8]1[C:12]2[CH:13]=[CH:14][CH:15]=[CH:16][C:11]=2[N:10]([CH2:39][CH2:40][N:41]2[CH2:46][CH2:45][N:44]([C:47]([O:49][C:50]([CH3:51])([CH3:53])[CH3:52])=[O:48])[CH2:43][CH2:42]2)[S:9]1(=[O:18])=[O:17].